From a dataset of Forward reaction prediction with 1.9M reactions from USPTO patents (1976-2016). Predict the product of the given reaction. (1) Given the reactants C([N:3]([CH2:6]C)CC)C.C1(P(N=[N+]=[N-])(C2C=CC=CC=2)=[O:15])C=CC=CC=1.[C:25]([OH:29])([CH3:28])([CH3:27])[CH3:26].[Cl:30][C:31]1[CH:32]=[CH:33][C:34]2[N:35]([N:37]=[C:38]([C:50]3[CH:55]=[CH:54][CH:53]=[CH:52][CH:51]=3)[C:39]=2[CH2:40][C:41]2[N:46]=[C:45](C(O)=O)[CH:44]=[CH:43][CH:42]=2)[CH:36]=1, predict the reaction product. The product is: [Cl:30][C:31]1[CH:32]=[CH:33][C:34]2[N:35]([N:37]=[C:38]([C:50]3[CH:51]=[CH:52][CH:53]=[CH:54][CH:55]=3)[C:39]=2[CH2:40][C:41]2[N:46]=[C:45]([NH:3][C:6](=[O:15])[O:29][C:25]([CH3:28])([CH3:27])[CH3:26])[CH:44]=[CH:43][CH:42]=2)[CH:36]=1. (2) Given the reactants [Cl:1][C:2]1[CH:18]=[CH:17][CH:16]=[CH:15][C:3]=1[CH2:4][O:5][C:6]1[CH:14]=[CH:13][CH:12]=[C:11]2[C:7]=1[CH:8]=[CH:9][NH:10]2.[NH2:19][C:20]1[N:25]=[C:24](Cl)[CH:23]=[CH:22][N:21]=1.C(=O)([O-])[O-].[Cs+].[Cs+].O, predict the reaction product. The product is: [Cl:1][C:2]1[CH:18]=[CH:17][CH:16]=[CH:15][C:3]=1[CH2:4][O:5][C:6]1[CH:14]=[CH:13][CH:12]=[C:11]2[C:7]=1[CH:8]=[CH:9][N:10]2[C:22]1[CH:23]=[CH:24][N:25]=[C:20]([NH2:19])[N:21]=1. (3) Given the reactants C(OC([NH:11][C@H:12]([C:16]1[O:17][C:18]([C:25]2[C:33]3[C:28](=[C:29]([Br:34])[CH:30]=[CH:31][CH:32]=3)[NH:27][CH:26]=2)=[C:19]([C:21]([O:23][CH3:24])=[O:22])[N:20]=1)[CH:13]([CH3:15])[CH3:14])=O)C1C=CC=CC=1.Br.CC(OC)(C)C, predict the reaction product. The product is: [BrH:34].[NH2:11][C@H:12]([C:16]1[O:17][C:18]([C:25]2[C:33]3[C:28](=[C:29]([Br:34])[CH:30]=[CH:31][CH:32]=3)[NH:27][CH:26]=2)=[C:19]([C:21]([O:23][CH3:24])=[O:22])[N:20]=1)[CH:13]([CH3:15])[CH3:14]. (4) Given the reactants [CH3:1][C:2]1[NH:10][C:5]2=[CH:6][N:7]=[CH:8][CH:9]=[C:4]2[CH:3]=1.[Li]CCCC.C(O[K])(C)(C)C.[F:22][C:23]1([C:26](=[O:40])[CH2:27][C:28]([C:31]2[CH:36]=[C:35]([F:37])[CH:34]=[CH:33][C:32]=2[O:38][CH3:39])([CH3:30])[CH3:29])[CH2:25][CH2:24]1, predict the reaction product. The product is: [F:22][C:23]1([C:26]([OH:40])([CH2:27][C:28]([C:31]2[CH:36]=[C:35]([F:37])[CH:34]=[CH:33][C:32]=2[O:38][CH3:39])([CH3:30])[CH3:29])[CH2:1][C:2]2[NH:10][C:5]3=[CH:6][N:7]=[CH:8][CH:9]=[C:4]3[CH:3]=2)[CH2:24][CH2:25]1. (5) Given the reactants [C:1]([NH:4][C@@H:5]1[C@@H:10]([NH:11]C(=O)CCNC(=O)CC/C=C\C/C=C\C/C=C\C/C=C\C/C=C\C/C=C\CC)[CH2:9][C:8]([C:40]([O:42]CC)=O)=[CH:7][C@H:6]1[O:45][CH:46]([CH2:49][CH3:50])[CH2:47][CH3:48])(=[O:3])[CH3:2].[NH2:51][CH2:52][CH2:53][O:54][CH2:55][CH2:56][NH:57][C:58](=[O:80])[CH2:59][CH2:60]/[CH:61]=[CH:62]\[CH2:63]/[CH:64]=[CH:65]\[CH2:66]/[CH:67]=[CH:68]\[CH2:69]/[CH:70]=[CH:71]\[CH2:72]/[CH:73]=[CH:74]\[CH2:75]/[CH:76]=[CH:77]\[CH2:78][CH3:79], predict the reaction product. The product is: [C:1]([NH:4][C@@H:5]1[C@@H:10]([NH2:11])[CH2:9][C:8]([C:40]([NH:51][CH2:52][CH2:53][O:54][CH2:55][CH2:56][NH:57][C:58](=[O:80])[CH2:59][CH2:60]/[CH:61]=[CH:62]\[CH2:63]/[CH:64]=[CH:65]\[CH2:66]/[CH:67]=[CH:68]\[CH2:69]/[CH:70]=[CH:71]\[CH2:72]/[CH:73]=[CH:74]\[CH2:75]/[CH:76]=[CH:77]\[CH2:78][CH3:79])=[O:42])=[CH:7][C@H:6]1[O:45][CH:46]([CH2:47][CH3:48])[CH2:49][CH3:50])(=[O:3])[CH3:2]. (6) Given the reactants Br[C:2]1[CH:3]=[C:4]2[C:9](=[C:10]([CH:12]3[CH2:14][CH2:13]3)[CH:11]=1)[O:8][C:7]([CH3:16])([CH3:15])[CH2:6][C:5]2([CH3:18])[CH3:17].[CH3:19][Si:20]([C:23]#[CH:24])([CH3:22])[CH3:21].C(N(CC)CC)C, predict the reaction product. The product is: [CH:12]1([C:10]2[CH:11]=[C:2]([C:24]#[C:23][Si:20]([CH3:22])([CH3:21])[CH3:19])[CH:3]=[C:4]3[C:9]=2[O:8][C:7]([CH3:16])([CH3:15])[CH2:6][C:5]3([CH3:18])[CH3:17])[CH2:14][CH2:13]1. (7) The product is: [CH:1]([O:4][C:5]([N:7]1[CH2:12][CH2:11][CH:10]([C@H:13]([CH3:43])[CH2:14][CH2:15][CH2:16][C:17]2[CH:18]=[N:19][C:20]([N:23]3[CH2:27][C@H:26]([N:28]4[CH2:33][CH2:32][CH2:31][CH2:30][C:29]4=[O:34])[C@@H:25]([NH:35][C:36]([O:38][C:39]([CH3:41])([CH3:40])[CH3:42])=[O:37])[CH2:24]3)=[N:21][CH:22]=2)[CH2:9][CH2:8]1)=[O:6])([CH3:3])[CH3:2]. Given the reactants [CH:1]([O:4][C:5]([N:7]1[CH2:12][CH2:11][CH:10]([C@H:13]([CH3:43])[CH2:14][C:15]#[C:16][C:17]2[CH:18]=[N:19][C:20]([N:23]3[CH2:27][C@H:26]([N:28]4[CH2:33][CH2:32][CH2:31][CH2:30][C:29]4=[O:34])[C@@H:25]([NH:35][C:36]([O:38][C:39]([CH3:42])([CH3:41])[CH3:40])=[O:37])[CH2:24]3)=[N:21][CH:22]=2)[CH2:9][CH2:8]1)=[O:6])([CH3:3])[CH3:2].[H][H], predict the reaction product.